From a dataset of Full USPTO retrosynthesis dataset with 1.9M reactions from patents (1976-2016). Predict the reactants needed to synthesize the given product. Given the product [CH3:31][O:32][CH2:33][CH2:34][CH2:35][O:36][C:37]1[CH:38]=[CH:39][C:40]([N:43]2[CH2:13][CH2:12][C:6]3([CH2:7][CH2:8][N:9]([S:25]([C:20]4[CH:21]=[CH:22][CH:23]=[CH:24][C:19]=4[O:18][C:17]([F:30])([F:29])[F:16])(=[O:27])=[O:26])[CH2:10][CH2:11]3)[C:4]2=[O:5])=[CH:41][CH:42]=1, predict the reactants needed to synthesize it. The reactants are: C(O[C:4]([C:6]1([CH2:12][CH2:13]OC)[CH2:11][CH2:10][NH:9][CH2:8][CH2:7]1)=[O:5])C.[F:16][C:17]([F:30])([F:29])[O:18][C:19]1[CH:24]=[CH:23][CH:22]=[CH:21][C:20]=1[S:25](Cl)(=[O:27])=[O:26].[CH3:31][O:32][CH2:33][CH2:34][CH2:35][O:36][C:37]1[CH:42]=[CH:41][C:40]([NH2:43])=[CH:39][CH:38]=1.